Task: Predict the reaction yield, written as a fraction of the theoretical maximum amount of product (1.0 means a 100% yield; for example, 0.34 means a 34% yield).. Dataset: Reaction yield outcomes from USPTO patents with 853,638 reactions The reactants are [CH3:1][O:2][C:3]([C:5]1[C:6]([NH:24][C:25]2[CH:30]=[CH:29][C:28]([Si](C)(C)C)=[CH:27][C:26]=2[F:35])=[C:7]2[C:11](=[CH:12][CH:13]=1)[N:10]([S:14]([C:17]1[CH:22]=[CH:21][C:20]([CH3:23])=[CH:19][CH:18]=1)(=[O:16])=[O:15])[N:9]=[CH:8]2)=[O:4].[I:36]Cl. The catalyst is C(Cl)Cl. The product is [CH3:1][O:2][C:3]([C:5]1[C:6]([NH:24][C:25]2[CH:30]=[CH:29][C:28]([I:36])=[CH:27][C:26]=2[F:35])=[C:7]2[C:11](=[CH:12][CH:13]=1)[N:10]([S:14]([C:17]1[CH:22]=[CH:21][C:20]([CH3:23])=[CH:19][CH:18]=1)(=[O:16])=[O:15])[N:9]=[CH:8]2)=[O:4]. The yield is 0.830.